Task: Regression. Given two drug SMILES strings and cell line genomic features, predict the synergy score measuring deviation from expected non-interaction effect.. Dataset: NCI-60 drug combinations with 297,098 pairs across 59 cell lines (1) Drug 1: CC1C(C(CC(O1)OC2CC(CC3=C2C(=C4C(=C3O)C(=O)C5=C(C4=O)C(=CC=C5)OC)O)(C(=O)C)O)N)O.Cl. Drug 2: C1=C(C(=O)NC(=O)N1)N(CCCl)CCCl. Cell line: NCI-H522. Synergy scores: CSS=24.3, Synergy_ZIP=-6.46, Synergy_Bliss=-6.82, Synergy_Loewe=-2.98, Synergy_HSA=-2.12. (2) Drug 1: CS(=O)(=O)OCCCCOS(=O)(=O)C. Drug 2: CN(C(=O)NC(C=O)C(C(C(CO)O)O)O)N=O. Cell line: CAKI-1. Synergy scores: CSS=5.96, Synergy_ZIP=-2.54, Synergy_Bliss=-0.708, Synergy_Loewe=-2.64, Synergy_HSA=-2.45. (3) Drug 1: CC1=C(C=C(C=C1)NC2=NC=CC(=N2)N(C)C3=CC4=NN(C(=C4C=C3)C)C)S(=O)(=O)N.Cl. Drug 2: C1=CC=C(C(=C1)C(C2=CC=C(C=C2)Cl)C(Cl)Cl)Cl. Cell line: SNB-75. Synergy scores: CSS=8.35, Synergy_ZIP=-1.41, Synergy_Bliss=3.38, Synergy_Loewe=3.76, Synergy_HSA=4.42. (4) Drug 1: CCN(CC)CCNC(=O)C1=C(NC(=C1C)C=C2C3=C(C=CC(=C3)F)NC2=O)C. Drug 2: CC1=C(C(=O)C2=C(C1=O)N3CC4C(C3(C2COC(=O)N)OC)N4)N. Cell line: UACC62. Synergy scores: CSS=39.4, Synergy_ZIP=0.589, Synergy_Bliss=1.26, Synergy_Loewe=-5.10, Synergy_HSA=3.08.